Dataset: Reaction yield outcomes from USPTO patents with 853,638 reactions. Task: Predict the reaction yield, written as a fraction of the theoretical maximum amount of product (1.0 means a 100% yield; for example, 0.34 means a 34% yield). (1) The reactants are C(O[C:4]([C:6]1[N:7]([C@@H:23]([CH2:35][NH:36]C(OC(C)(C)C)=O)[CH2:24][O:25][Si:26]([CH3:34])([CH3:33])C(C)(C)C(C)C)[C:8]2[C:13]([CH:14]=1)=[CH:12][C:11]([O:15][CH2:16][C:17]1[CH:22]=[CH:21][CH:20]=[CH:19][CH:18]=1)=[CH:10][CH:9]=2)=[O:5])C.N1[CH:48]=[CH:47]N=C1.C[Si](Cl)(C)[CH2:51][CH2:52][CH2:53]CCC.[CH3:59]N(C)C=O. No catalyst specified. The product is [CH2:16]([O:15][C:11]1[CH:12]=[CH:13][C:8]2[N:7]3[C@H:23]([CH:24]([C:47]([CH3:48])([CH3:59])[CH:52]([CH3:53])[CH3:51])[O:25][SiH:26]([CH3:33])[CH3:34])[CH2:35][NH:36][C:4](=[O:5])[C:6]3=[CH:14][C:9]=2[CH:10]=1)[C:17]1[CH:22]=[CH:21][CH:20]=[CH:19][CH:18]=1. The yield is 0.350. (2) The reactants are [ClH:1].C(OC(=O)[NH:8][C:9]1[N:10]=[C:11]2[N:15]([CH:16]=1)[CH:14]=[C:13]([Br:17])[S:12]2)(C)(C)C. The catalyst is O1CCOCC1. The product is [ClH:1].[Br:17][C:13]1[S:12][C:11]2=[N:10][C:9]([NH2:8])=[CH:16][N:15]2[CH:14]=1. The yield is 1.00. (3) The yield is 0.930. The product is [N+:64]([C:37]([C:39]1[CH:48]=[CH:47][C:46]2[C:41](=[CH:42][CH:43]=[C:44]([O:53][C@H:54]3[CH2:55][CH2:56][C@H:57]([C:60]([F:61])([F:62])[F:63])[CH2:58][CH2:59]3)[C:45]=2[C:49]([F:50])([F:51])[F:52])[CH:40]=1)([CH3:38])[CH2:36][CH2:35][C:34]([OH:67])=[O:33])([O-:66])=[O:65]. No catalyst specified. The reactants are [N+](C(C1C=CC2C(=CC=C(O[C@H]3CC[C@H](C(F)(F)F)CC3)C=2)C=1)(C)CCC(O)=O)([O-])=O.C[O:33][C:34](=[O:67])[CH2:35][CH2:36][C:37]([N+:64]([O-:66])=[O:65])([C:39]1[CH:48]=[CH:47][C:46]2[C:41](=[CH:42][CH:43]=[C:44]([O:53][C@H:54]3[CH2:59][CH2:58][C@H:57]([C:60]([F:63])([F:62])[F:61])[CH2:56][CH2:55]3)[C:45]=2[C:49]([F:52])([F:51])[F:50])[CH:40]=1)[CH3:38]. (4) The catalyst is CC(=O)C(C)(C)C. The product is [I-:20].[CH3:1][C:2]1[CH:3]=[C:4]([C:11]2[CH:12]=[N+:13]([CH2:17][CH2:18][CH3:19])[CH:14]=[CH:15][CH:16]=2)[CH:5]=[CH:6][C:7]=1[N+:8]([O-:10])=[O:9]. The reactants are [CH3:1][C:2]1[CH:3]=[C:4]([C:11]2[CH:12]=[N:13][CH:14]=[CH:15][CH:16]=2)[CH:5]=[CH:6][C:7]=1[N+:8]([O-:10])=[O:9].[CH2:17]([I:20])[CH2:18][CH3:19]. The yield is 0.900. (5) The reactants are [CH:1]1([C:7]2([C:13](=[O:17])[CH2:14][CH2:15][CH3:16])[CH2:12][CH2:11][NH:10][CH2:9][CH2:8]2)[CH2:6][CH2:5][CH2:4][CH2:3][CH2:2]1.[C:18]([O:22][C:23]([NH:25][C@H:26]([CH2:30][C:31]1[CH:36]=[CH:35][C:34]([O:37][CH3:38])=[CH:33][CH:32]=1)[C:27](O)=[O:28])=[O:24])([CH3:21])([CH3:20])[CH3:19].C(Cl)CCl.C1C=CC2N(O)N=NC=2C=1. The catalyst is CN(C=O)C. The product is [C:13]([C:7]1([CH:1]2[CH2:2][CH2:3][CH2:4][CH2:5][CH2:6]2)[CH2:8][CH2:9][N:10]([C:27](=[O:28])[C@H:26]([NH:25][C:23](=[O:24])[O:22][C:18]([CH3:19])([CH3:20])[CH3:21])[CH2:30][C:31]2[CH:32]=[CH:33][C:34]([O:37][CH3:38])=[CH:35][CH:36]=2)[CH2:11][CH2:12]1)(=[O:17])[CH2:14][CH2:15][CH3:16]. The yield is 0.440. (6) The reactants are [N+:1]([C:4]1[CH:5]=[CH:6][C:7]2[O:11][C:10]([C:12]3[CH:17]=[CH:16][CH:15]=[CH:14][CH:13]=3)=[CH:9][C:8]=2[CH:18]=1)([O-])=O.[Cl-].[NH4+]. The catalyst is C(O)C.O.C(OCC)(=O)C.[Fe]. The product is [C:12]1([C:10]2[O:11][C:7]3[CH:6]=[CH:5][C:4]([NH2:1])=[CH:18][C:8]=3[CH:9]=2)[CH:13]=[CH:14][CH:15]=[CH:16][CH:17]=1. The yield is 0.960. (7) The product is [F:13][C:3]1[CH:4]=[C:5]([O:8][C:9]([F:12])([F:11])[F:10])[CH:6]=[CH:7][C:2]=1[NH2:27]. The yield is 0.850. The reactants are Br[C:2]1[CH:7]=[CH:6][C:5]([O:8][C:9]([F:12])([F:11])[F:10])=[CH:4][C:3]=1[F:13].C(=[NH:27])(C1C=CC=CC=1)C1C=CC=CC=1.CC1(C)C2C(=C(P(C3C=CC=CC=3)C3C=CC=CC=3)C=CC=2)OC2C(P(C3C=CC=CC=3)C3C=CC=CC=3)=CC=CC1=2.CC(C)([O-])C.[Na+].Cl.[OH-].[Na+]. The catalyst is O1CCOCC1.C1COCC1.C1C=CC(/C=C/C(/C=C/C2C=CC=CC=2)=O)=CC=1.C1C=CC(/C=C/C(/C=C/C2C=CC=CC=2)=O)=CC=1.C1C=CC(/C=C/C(/C=C/C2C=CC=CC=2)=O)=CC=1.[Pd].[Pd]. (8) The reactants are C([O:8][C:9](=[O:40])[C:10]([CH3:39])([O:12][C:13]1[CH:18]=[CH:17][CH:16]=[C:15]([CH:19]2[CH2:24][CH2:23][CH2:22][N:21]([C:25](=[O:38])[NH:26][CH2:27][C:28]3[CH:33]=[CH:32][C:31]([C:34]([F:37])([F:36])[F:35])=[CH:30][CH:29]=3)[CH2:20]2)[CH:14]=1)[CH3:11])C1C=CC=CC=1. The catalyst is [Pd].CO. The product is [CH3:39][C:10]([O:12][C:13]1[CH:18]=[CH:17][CH:16]=[C:15]([CH:19]2[CH2:24][CH2:23][CH2:22][N:21]([C:25](=[O:38])[NH:26][CH2:27][C:28]3[CH:29]=[CH:30][C:31]([C:34]([F:36])([F:37])[F:35])=[CH:32][CH:33]=3)[CH2:20]2)[CH:14]=1)([CH3:11])[C:9]([OH:40])=[O:8]. The yield is 0.510.